From a dataset of M1 muscarinic receptor antagonist screen with 61,756 compounds. Binary Classification. Given a drug SMILES string, predict its activity (active/inactive) in a high-throughput screening assay against a specified biological target. (1) The molecule is Clc1ccc(N2C3Nc4c(N(C3C(C2=O)C(=O)C)CC)cccc4)cc1. The result is 0 (inactive). (2) The compound is s1c2c(CCN(C2)C)c2c1nc(SC)nc2NCC(O)CC. The result is 1 (active).